This data is from Forward reaction prediction with 1.9M reactions from USPTO patents (1976-2016). The task is: Predict the product of the given reaction. (1) Given the reactants [N:1]1[CH:6]=[CH:5][CH:4]=[CH:3][C:2]=1[C:7]1[N:11]=[C:10]([C:12]2[CH:17]=[C:16]([OH:18])[CH:15]=[C:14]([C:19]#[N:20])[CH:13]=2)[O:9][N:8]=1.C(=O)([O-])[O-].[K+].[K+].Cl.[CH3:28][N:29]([CH3:33])[CH2:30][CH2:31]Cl, predict the reaction product. The product is: [N:1]1[CH:6]=[CH:5][CH:4]=[CH:3][C:2]=1[C:7]1[N:11]=[C:10]([C:12]2[CH:17]=[C:16]([O:18][CH2:31][CH2:30][N:29]([CH3:33])[CH3:28])[CH:15]=[C:14]([C:19]#[N:20])[CH:13]=2)[O:9][N:8]=1. (2) Given the reactants [O:1]=[C:2]1[CH2:7][CH2:6][CH:5]([C:8]([O:10][CH2:11][CH3:12])=[O:9])[CH2:4][CH2:3]1.[N-:13]=[N+]=[N-].[Na+].CS(O)(=O)=O.C(=O)(O)[O-].[Na+], predict the reaction product. The product is: [O:1]=[C:2]1[NH:13][CH2:7][CH2:6][CH:5]([C:8]([O:10][CH2:11][CH3:12])=[O:9])[CH2:4][CH2:3]1. (3) Given the reactants [CH2:1](Br)[C:2]1[CH:7]=[CH:6][CH:5]=[CH:4][CH:3]=1.[I:9][C:10]1[C:15]([OH:16])=[CH:14][CH:13]=[CH:12][C:11]=1O.[C:18](=[O:21])([O-])[O-].[Cs+].[Cs+], predict the reaction product. The product is: [CH2:1]([O:16][C:15]1[CH:14]=[CH:13][CH:12]=[C:11]([O:21][CH2:18][C:2]2[CH:7]=[CH:6][CH:5]=[CH:4][CH:3]=2)[C:10]=1[I:9])[C:2]1[CH:7]=[CH:6][CH:5]=[CH:4][CH:3]=1. (4) The product is: [CH3:33][C:32]1[N:29]=[C:28]([N:25]2[CH2:24][CH2:23][CH:22]([O:21][CH2:20][C:17]3[CH:18]=[N:19][C:14]([N:10]4[C:11]5[C:7](=[CH:6][C:5]([S:2]([CH3:1])(=[O:3])=[O:4])=[CH:13][CH:12]=5)[CH:8]=[CH:9]4)=[CH:15][CH:16]=3)[CH2:27][CH2:26]2)[O:30][N:31]=1. Given the reactants [CH3:1][S:2]([C:5]1[CH:6]=[C:7]2[C:11](=[CH:12][CH:13]=1)[N:10]([C:14]1[N:19]=[CH:18][C:17]([CH2:20][O:21][CH:22]3[CH2:27][CH2:26][N:25]([C:28]#[N:29])[CH2:24][CH2:23]3)=[CH:16][CH:15]=1)[CH:9]=[CH:8]2)(=[O:4])=[O:3].[OH:30][NH:31][C:32](=N)[CH3:33], predict the reaction product. (5) Given the reactants I[C:2]1[CH:3]=[C:4]([C:8]2([C:21](=[S:23])[NH2:22])[CH2:14][C@@H:13]3[N:15]([CH2:16][C:17]([F:20])([F:19])[F:18])[C@@H:10]([CH:11]=[CH:12]3)[CH2:9]2)[CH:5]=[N:6][CH:7]=1.C(N(CC)CC)C.[C:31]([Si:33]([CH3:36])([CH3:35])[CH3:34])#[CH:32], predict the reaction product. The product is: [F:18][C:17]([F:20])([F:19])[CH2:16][N:15]1[C@@H:13]2[CH:12]=[CH:11][C@H:10]1[CH2:9][C:8]([C:4]1[CH:5]=[N:6][CH:7]=[C:2]([C:32]#[C:31][Si:33]([CH3:36])([CH3:35])[CH3:34])[CH:3]=1)([C:21](=[S:23])[NH2:22])[CH2:14]2.